Dataset: Forward reaction prediction with 1.9M reactions from USPTO patents (1976-2016). Task: Predict the product of the given reaction. (1) Given the reactants [Cl:1][C:2]1[CH:19]=[CH:18][C:5]([C:6]([CH:8]2[CH2:13][CH2:12][N:11]([CH2:14][C:15]([OH:17])=O)[CH2:10][CH2:9]2)=[O:7])=[CH:4][CH:3]=1.CCN=C=NCCCN(C)C.Cl.C1C=CC2N(O)N=NC=2C=1.C(N(CC)CC)C.[NH2:49][CH2:50][C:51]1[NH:52][C:53](=[O:61])[C:54]2[CH2:60][O:59][CH2:58][CH2:57][C:55]=2[N:56]=1, predict the reaction product. The product is: [Cl:1][C:2]1[CH:3]=[CH:4][C:5]([C:6]([CH:8]2[CH2:9][CH2:10][N:11]([CH2:14][C:15]([NH:49][CH2:50][C:51]3[NH:52][C:53](=[O:61])[C:54]4[CH2:60][O:59][CH2:58][CH2:57][C:55]=4[N:56]=3)=[O:17])[CH2:12][CH2:13]2)=[O:7])=[CH:18][CH:19]=1. (2) Given the reactants [Cl:1][C:2]1[CH:7]=[CH:6][C:5]([CH:8]([C:27]2[CH:32]=[CH:31][C:30]([Cl:33])=[CH:29][CH:28]=2)[C:9]2[CH:10]=[C:11]3[C:16](=[CH:17][CH:18]=2)[N:15]=[CH:14][N:13]=[C:12]3[NH:19][CH:20]2[CH2:25][CH2:24][C:23](=[O:26])[CH2:22][CH2:21]2)=[CH:4][CH:3]=1.Br[Mg][C:36]1[CH:41]=[CH:40][CH:39]=[CH:38][CH:37]=1, predict the reaction product. The product is: [Cl:33][C:30]1[CH:29]=[CH:28][C:27]([CH:8]([C:5]2[CH:6]=[CH:7][C:2]([Cl:1])=[CH:3][CH:4]=2)[C:9]2[CH:10]=[C:11]3[C:16](=[CH:17][CH:18]=2)[N:15]=[CH:14][N:13]=[C:12]3[NH:19][CH:20]2[CH2:21][CH2:22][C:23]([C:36]3[CH:41]=[CH:40][CH:39]=[CH:38][CH:37]=3)([OH:26])[CH2:24][CH2:25]2)=[CH:32][CH:31]=1. (3) The product is: [Cl:43][C:44]1[CH:45]=[CH:46][C:47]([N:50]([C@H:54]2[C:63]3[C:58](=[CH:59][C:60]([N:64]([CH2:65][CH3:66])[CH2:69][CH3:68])=[CH:61][CH:62]=3)[N:57]([C:70](=[O:80])[C:71]3[CH:72]=[CH:73][C:74]([N:77]([CH3:78])[CH3:79])=[CH:75][CH:76]=3)[C@@H:56]([CH3:81])[CH2:55]2)[C:51](=[O:53])[CH3:52])=[CH:48][CH:49]=1. Given the reactants C(N(CC)C1C=C2C([C@H](N(C3C=CC(N(CC)CC)=CC=3)C(=O)C)C[C@H](C)N2C(=O)C2C=CC(N(C)C)=CC=2)=CC=1)C.[Cl:43][C:44]1[CH:49]=[CH:48][C:47]([N:50]([C@H:54]2[C:63]3[C:58](=[CH:59][C:60]([N:64]4[CH2:69][CH2:68]O[CH2:66][CH2:65]4)=[CH:61][CH:62]=3)[N:57]([C:70](=[O:80])[C:71]3[CH:76]=[CH:75][C:74]([N:77]([CH3:79])[CH3:78])=[CH:73][CH:72]=3)[C@@H:56]([CH3:81])[CH2:55]2)[C:51](=[O:53])[CH3:52])=[CH:46][CH:45]=1.C(NCC)C.N1CCOCC1, predict the reaction product.